Dataset: Reaction yield outcomes from USPTO patents with 853,638 reactions. Task: Predict the reaction yield, written as a fraction of the theoretical maximum amount of product (1.0 means a 100% yield; for example, 0.34 means a 34% yield). (1) The reactants are FC(F)(F)C1C=CN=C(NC2C=C(C3SC([C@H:21]4[CH2:26][CH2:25][C@H:24]([C:27]([O:29]C)=[O:28])[CH2:23][CH2:22]4)=NC=3)C=CC=2)N=1.[Li+].[OH-].Cl.CCOCC. The catalyst is O1CCCC1.CO. The product is [CH:24]1([C:27]([OH:29])=[O:28])[CH2:25][CH2:26][CH2:21][CH2:22][CH2:23]1. The yield is 0.430. (2) The reactants are [CH2:1]([NH:3][C:4]([NH:6][C:7]1[CH:8]=[C:9]([CH:11]=[CH:12][CH:13]=1)[NH2:10])=[O:5])[CH3:2].Cl[C:15]1[N:20]=[C:19](Cl)[C:18]([F:22])=[CH:17][N:16]=1. No catalyst specified. The product is [CH2:1]([NH:3][C:4]([NH:6][C:7]1[CH:8]=[C:9]([NH:10][C:15]2[N:20]=[C:19]([NH:10][C:9]3[CH:11]=[CH:12][CH:13]=[C:7]([NH:6][C:4]([NH:3][CH2:1][CH3:2])=[O:5])[CH:8]=3)[C:18]([F:22])=[CH:17][N:16]=2)[CH:11]=[CH:12][CH:13]=1)=[O:5])[CH3:2]. The yield is 0.660. (3) The reactants are C(O[C:5](=[O:7])[CH3:6])(=O)C.[CH2:8]1[C:16]2[CH:15]=[CH:14][CH:13]=[C:12]([NH2:17])[C:11]=2[CH2:10][CH2:9]1. The catalyst is CCO. The product is [CH2:8]1[C:16]2[C:11](=[C:12]([NH:17][C:5](=[O:7])[CH3:6])[CH:13]=[CH:14][CH:15]=2)[CH2:10][CH2:9]1. The yield is 1.00. (4) The reactants are Cl[C:2]1[CH:7]=[C:6]([C:8]2[S:30][C:11]3=[N:12][C:13]([N:17]4[CH2:22][CH2:21][N:20](C(OC(C)(C)C)=O)[CH2:19][CH2:18]4)=[CH:14][C:15](=[O:16])[N:10]3[N:9]=2)[CH:5]=[CH:4][N:3]=1.CC(OC([NH:38][CH2:39][C:40]([NH2:42])=[O:41])=O)(C)C.CC1(C)C2C(=C(P(C3C=CC=CC=3)C3C=CC=CC=3)C=CC=2)OC2C(P(C3C=CC=CC=3)C3C=CC=CC=3)=CC=CC1=2.C([O-])([O-])=O.[K+].[K+]. The catalyst is C1COCC1.CC([O-])=O.CC([O-])=O.[Pd+2]. The product is [NH2:38][CH2:39][C:40]([NH:42][C:2]1[CH:7]=[C:6]([C:8]2[S:30][C:11]3=[N:12][C:13]([N:17]4[CH2:22][CH2:21][NH:20][CH2:19][CH2:18]4)=[CH:14][C:15](=[O:16])[N:10]3[N:9]=2)[CH:5]=[CH:4][N:3]=1)=[O:41]. The yield is 0.900.